Dataset: Full USPTO retrosynthesis dataset with 1.9M reactions from patents (1976-2016). Task: Predict the reactants needed to synthesize the given product. Given the product [C:69]([C:64]1[CH:65]=[C:66]2[C:61](=[C:62]([F:73])[CH:63]=1)[C:60](=[O:74])[N:59]([C:58]1[CH:57]=[CH:56][CH:55]=[C:54]([C:2]3[CH:3]=[C:4]([NH:10][C:11]4[CH:16]=[CH:15][C:14]([CH2:17][N:18]([CH2:20][CH2:21][O:22][CH3:23])[CH3:19])=[CH:13][N:12]=4)[C:5](=[O:9])[N:6]([CH3:8])[N:7]=3)[C:53]=1[CH2:52][OH:51])[N:68]=[CH:67]2)([CH3:72])([CH3:70])[CH3:71], predict the reactants needed to synthesize it. The reactants are: Cl[C:2]1[CH:3]=[C:4]([NH:10][C:11]2[CH:16]=[CH:15][C:14]([CH2:17][N:18]([CH2:20][CH2:21][O:22][CH3:23])[CH3:19])=[CH:13][N:12]=2)[C:5](=[O:9])[N:6]([CH3:8])[N:7]=1.ClC1C=C(NC2C=CC(CN3CCN(C)CC3)=CN=2)C(=O)N(C)N=1.C([O:51][CH2:52][C:53]1[C:58]([N:59]2[N:68]=[CH:67][C:66]3[C:61](=[C:62]([F:73])[CH:63]=[C:64]([C:69]([CH3:72])([CH3:71])[CH3:70])[CH:65]=3)[C:60]2=[O:74])=[CH:57][CH:56]=[CH:55][C:54]=1[B-](F)(F)F)(=O)C.[K+].